Dataset: Full USPTO retrosynthesis dataset with 1.9M reactions from patents (1976-2016). Task: Predict the reactants needed to synthesize the given product. Given the product [CH2:1]([NH:3][C:4]([NH:6][C:7]1[N:12]=[CH:11][C:10]([C:13]2[CH:18]=[CH:17][N:16]=[C:15]([C:19]3[O:20][C:36]([CH3:37])=[N:22][N:21]=3)[CH:14]=2)=[C:9]([C:23]2[S:24][CH:25]=[C:26]([C:28]3[CH:33]=[CH:32][CH:31]=[CH:30][CH:29]=3)[N:27]=2)[CH:8]=1)=[O:5])[CH3:2], predict the reactants needed to synthesize it. The reactants are: [CH2:1]([NH:3][C:4]([NH:6][C:7]1[N:12]=[CH:11][C:10]([C:13]2[CH:18]=[CH:17][N:16]=[C:15]([C:19]([NH:21][NH2:22])=[O:20])[CH:14]=2)=[C:9]([C:23]2[S:24][CH:25]=[C:26]([C:28]3[CH:33]=[CH:32][CH:31]=[CH:30][CH:29]=3)[N:27]=2)[CH:8]=1)=[O:5])[CH3:2].CO[C:36](OC)(OC)[CH3:37].Cl.C1CCN2C(=NCCC2)CC1.